From a dataset of Forward reaction prediction with 1.9M reactions from USPTO patents (1976-2016). Predict the product of the given reaction. (1) Given the reactants [C:1]([O:5][C:6]([N:8]1[CH2:13][CH:12]=[C:11]([C:14]2[C:22]3[S:21][C:20]([NH2:23])=[N:19][C:18]=3[C:17]([O:24][CH3:25])=[CH:16][CH:15]=2)[CH2:10][CH2:9]1)=[O:7])([CH3:4])([CH3:3])[CH3:2].C([N:28]([CH:32]([CH3:34])[CH3:33])[CH:29]([CH3:31])C)C.CO.C1C[O:40][CH2:39][CH2:38]1, predict the reaction product. The product is: [C:1]([O:5][C:6]([N:8]1[CH2:9][CH:10]=[C:11]([C:14]2[C:22]3[S:21][C:20]([NH:23][C:39]([C:38]4[CH:31]=[CH:29][N:28]=[C:32]([CH3:33])[CH:34]=4)=[O:40])=[N:19][C:18]=3[C:17]([O:24][CH3:25])=[CH:16][CH:15]=2)[CH2:12][CH2:13]1)=[O:7])([CH3:4])([CH3:3])[CH3:2]. (2) The product is: [NH2:1][C:2]1[C:3]2[N:14]([CH2:15][O:16][CH2:17][C:18]3[CH:19]=[CH:20][CH:21]=[CH:22][CH:23]=3)[CH:13]=[C:12]([C:24]#[C:25][CH2:26][CH2:27][CH2:28][CH:29]=[O:30])[C:4]=2[N:5]=[C:6]([CH2:8][CH2:9][CH2:10][CH3:11])[N:7]=1. Given the reactants [NH2:1][C:2]1[C:3]2[N:14]([CH2:15][O:16][CH2:17][C:18]3[CH:23]=[CH:22][CH:21]=[CH:20][CH:19]=3)[CH:13]=[C:12]([C:24]#[C:25][CH2:26][CH2:27][CH2:28][CH2:29][OH:30])[C:4]=2[N:5]=[C:6]([CH2:8][CH2:9][CH2:10][CH3:11])[N:7]=1.C[N+]1([O-])CCOCC1.ClCCl, predict the reaction product. (3) Given the reactants [NH2:1][C:2]1[CH:3]=[C:4](O)[C:5]2[C:10]([CH:11]=1)=[CH:9][CH:8]=[CH:7][CH:6]=2.[Br:13][C:14]1[C:15]([O:24][CH3:25])=[C:16]([O:22][CH3:23])[CH:17]=[C:18]([CH:21]=1)[CH:19]=O.[C:26](#[N:30])[CH2:27][C:28]#[N:29].C1N2CCN(CC2)C1.C([OH:41])C, predict the reaction product. The product is: [NH2:29][C:28]1[O:41][C:3]2[C:2]([NH2:1])=[CH:11][C:10]3[CH:9]=[CH:8][CH:7]=[CH:6][C:5]=3[C:4]=2[CH:19]([C:18]2[CH:17]=[C:16]([O:22][CH3:23])[C:15]([O:24][CH3:25])=[C:14]([Br:13])[CH:21]=2)[C:27]=1[C:26]#[N:30]. (4) Given the reactants [Br:1][C:2]1[CH:3]=[CH:4][C:5](F)=[N:6][CH:7]=1.CCN(C(C)C)C(C)C.[CH2:18]([NH:20][C@@H:21]1[CH2:25][CH2:24][NH:23][CH2:22]1)[CH3:19], predict the reaction product. The product is: [Br:1][C:2]1[CH:3]=[CH:4][C:5]([N:23]2[CH2:24][CH2:25][C@@H:21]([NH:20][CH2:18][CH3:19])[CH2:22]2)=[N:6][CH:7]=1. (5) Given the reactants C1(C)C=CC(S(O)(=O)=O)=CC=1.[NH2:12][C@H:13]1[C@H:17]([C:18]2[CH:23]=[CH:22][C:21]([Cl:24])=[C:20]([Cl:25])[CH:19]=2)[CH2:16][N:15]([C:26]([O:28][C:29]([CH3:32])([CH3:31])[CH3:30])=[O:27])[CH2:14]1.C(N(CC)CC)C.[Cl:40][C:41]1[CH:49]=[CH:48][C:44]([C:45](Cl)=[O:46])=[CH:43][CH:42]=1.O, predict the reaction product. The product is: [Cl:40][C:41]1[CH:49]=[CH:48][C:44]([C:45]([NH:12][C@H:13]2[C@H:17]([C:18]3[CH:23]=[CH:22][C:21]([Cl:24])=[C:20]([Cl:25])[CH:19]=3)[CH2:16][N:15]([C:26]([O:28][C:29]([CH3:32])([CH3:31])[CH3:30])=[O:27])[CH2:14]2)=[O:46])=[CH:43][CH:42]=1.